The task is: Regression. Given a peptide amino acid sequence and an MHC pseudo amino acid sequence, predict their binding affinity value. This is MHC class II binding data.. This data is from Peptide-MHC class II binding affinity with 134,281 pairs from IEDB. The peptide sequence is MYVGGVEHRLEAACNWTRGE. The MHC is DRB1_1302 with pseudo-sequence DRB1_1302. The binding affinity (normalized) is 0.224.